This data is from Catalyst prediction with 721,799 reactions and 888 catalyst types from USPTO. The task is: Predict which catalyst facilitates the given reaction. (1) Reactant: [CH:1]1([N:5]2[C:13]3[C:8](=[CH:9][N:10]=[C:11]([CH3:14])[CH:12]=3)[CH:7]=[CH:6]2)[CH2:4][CH2:3][CH2:2]1.[C:15](#[N:17])C.ClS(N=C=O)(=O)=O.C([O-])([O-])=O.[Na+].[Na+]. Product: [CH:1]1([N:5]2[C:13]3[C:8](=[CH:9][N:10]=[C:11]([CH3:14])[CH:12]=3)[C:7]([C:15]#[N:17])=[CH:6]2)[CH2:4][CH2:3][CH2:2]1. The catalyst class is: 3. (2) Reactant: [C:1]([NH:4][CH:5]([C:11]([O:13][CH2:14][CH3:15])=[O:12])[C:6]([O:8][CH2:9][CH3:10])=[O:7])(=[O:3])[CH3:2].[Na].[CH:17](=[O:26])[CH:18]=[CH:19][C:20]1[CH:25]=[CH:24][CH:23]=[CH:22][CH:21]=1.C(O)(=O)C. Product: [C:1]([N:4]1[CH:17]([OH:26])[CH2:18][CH:19]([C:20]2[CH:25]=[CH:24][CH:23]=[CH:22][CH:21]=2)[C:5]1([C:11]([O:13][CH2:14][CH3:15])=[O:12])[C:6]([O:8][CH2:9][CH3:10])=[O:7])(=[O:3])[CH3:2]. The catalyst class is: 8. (3) Reactant: C([O:5][N:6]=[C:7]([C:9]1[N:10]=[CH:11][C:12]([NH:15][C:16](=[O:35])[C@@H:17]([C:24]2[CH:29]=[CH:28][C:27]([S:30]([CH3:33])(=[O:32])=[O:31])=[C:26]([Cl:34])[CH:25]=2)[CH2:18][CH:19]2[CH2:23][CH2:22][CH2:21][CH2:20]2)=[N:13][CH:14]=1)[CH3:8])(C)(C)C.FC(F)(F)C(O)=O. Product: [Cl:34][C:26]1[CH:25]=[C:24]([C@@H:17]([CH2:18][CH:19]2[CH2:23][CH2:22][CH2:21][CH2:20]2)[C:16]([NH:15][C:12]2[CH:11]=[N:10][C:9](/[C:7](=[N:6]\[OH:5])/[CH3:8])=[CH:14][N:13]=2)=[O:35])[CH:29]=[CH:28][C:27]=1[S:30]([CH3:33])(=[O:32])=[O:31]. The catalyst class is: 124. (4) Reactant: C([O:3][C:4]([C:6]1[S:10][C:9]([C:11]2[CH:16]=[CH:15][C:14]([C:17]#[N:18])=[CH:13][C:12]=2[F:19])=[N:8][C:7]=1[CH3:20])=[O:5])C.[OH-].[Na+]. Product: [C:17]([C:14]1[CH:15]=[CH:16][C:11]([C:9]2[S:10][C:6]([C:4]([OH:5])=[O:3])=[C:7]([CH3:20])[N:8]=2)=[C:12]([F:19])[CH:13]=1)#[N:18]. The catalyst class is: 7. (5) Reactant: N1C=CN=C1.S(Cl)(Cl)=O.[NH2:10][C:11]1[CH:16]=[CH:15][C:14]([C:17]#[N:18])=[CH:13][C:12]=1[S:19]([NH2:22])(=[O:21])=[O:20].[OH:23][C@H:24]([C@H:28]1[O:33][CH2:32][CH2:31][N:30]([C:34]2[CH:39]=[CH:38][C:37]([CH3:40])=[CH:36][CH:35]=2)[C:29]1=[O:41])[C:25](O)=[O:26].N1C=CN=N1. Product: [C:17]([C:14]1[CH:15]=[CH:16][C:11]([NH:10][C:25](=[O:26])[C@H:24]([OH:23])[C@H:28]2[O:33][CH2:32][CH2:31][N:30]([C:34]3[CH:35]=[CH:36][C:37]([CH3:40])=[CH:38][CH:39]=3)[C:29]2=[O:41])=[C:12]([S:19](=[O:20])(=[O:21])[NH2:22])[CH:13]=1)#[N:18]. The catalyst class is: 2.